From a dataset of Peptide-MHC class I binding affinity with 185,985 pairs from IEDB/IMGT. Regression. Given a peptide amino acid sequence and an MHC pseudo amino acid sequence, predict their binding affinity value. This is MHC class I binding data. The MHC is HLA-A03:01 with pseudo-sequence HLA-A03:01. The peptide sequence is YLKKWLNSF. The binding affinity (normalized) is 0.0847.